Task: Predict the reactants needed to synthesize the given product.. Dataset: Full USPTO retrosynthesis dataset with 1.9M reactions from patents (1976-2016) (1) Given the product [C:1]([O:5][C:6](=[O:40])[NH:7][C:8]1([C:12]2[CH:17]=[CH:16][C:15]([C:18]3[C:27](=[O:28])[C:26]4[C:21](=[C:22]([C:82]5[C:78]([CH3:77])=[N:79][NH:80][CH:81]=5)[CH:23]=[CH:24][CH:25]=4)[O:20][C:19]=3[C:34]3[CH:35]=[CH:36][CH:37]=[CH:38][CH:39]=3)=[CH:14][CH:13]=2)[CH2:9][CH2:10][CH2:11]1)([CH3:4])([CH3:3])[CH3:2], predict the reactants needed to synthesize it. The reactants are: [C:1]([O:5][C:6](=[O:40])[NH:7][C:8]1([C:12]2[CH:17]=[CH:16][C:15]([C:18]3[C:27](=[O:28])[C:26]4[C:21](=[CH:22][C:23](C5NN=CC=5)=[CH:24][CH:25]=4)[O:20][C:19]=3[C:34]3[CH:39]=[CH:38][CH:37]=[CH:36][CH:35]=3)=[CH:14][CH:13]=2)[CH2:11][CH2:10][CH2:9]1)([CH3:4])([CH3:3])[CH3:2].C(OC(=O)NC1(C2C=CC(C3C(=O)C4C(=C(Br)C=CC=4)OC=3C3C=CC=CC=3)=CC=2)CCC1)(C)(C)C.[CH3:77][C:78]1[C:82](B2OC(C)(C)C(C)(C)O2)=[CH:81][NH:80][N:79]=1. (2) Given the product [CH2:34]([N:36]1[C:2]2=[N:3][C:4]([S:17][CH3:18])=[N:5][C:6]([NH:10][C:11]3[CH:15]=[C:14]([CH3:16])[NH:13][N:12]=3)=[C:7]2[CH:8]=[N:37]1)[CH3:35], predict the reactants needed to synthesize it. The reactants are: Cl[C:2]1[C:7]([CH:8]=O)=[C:6]([NH:10][C:11]2[CH:15]=[C:14]([CH3:16])[NH:13][N:12]=2)[N:5]=[C:4]([S:17][CH3:18])[N:3]=1.CCN(C(C)C)C(C)C.C(O)(=O)C(O)=O.[CH2:34]([NH:36][NH2:37])[CH3:35]. (3) Given the product [CH2:3]([O:7][C:8]1[CH:9]=[CH:10][C:11]([S:14][CH2:17][C:18]2([C:15]([OH:24])=[O:16])[CH2:23][CH2:22][O:21][CH2:20][CH2:19]2)=[CH:12][CH:13]=1)[C:4]#[C:5][CH3:6], predict the reactants needed to synthesize it. The reactants are: [H-].[Na+].[CH2:3]([O:7][C:8]1[CH:13]=[CH:12][C:11]([SH:14])=[CH:10][CH:9]=1)[C:4]#[C:5][CH3:6].[C:15]1(=[O:24])[C:18]2([CH2:23][CH2:22][O:21][CH2:20][CH2:19]2)[CH2:17][O:16]1. (4) The reactants are: [OH:1][C:2]([CH:5]1[CH2:8][CH:7]([CH:9]=O)[CH2:6]1)([CH3:4])[CH3:3].[CH3:11]/C(/[O-])=C(/P(OC)(OC)=O)\[N+]#N.C(=O)([O-])[O-].[K+].[K+].O. Given the product [C:9]([CH:7]1[CH2:8][CH:5]([C:2]([OH:1])([CH3:4])[CH3:3])[CH2:6]1)#[CH:11], predict the reactants needed to synthesize it.